Task: Predict the product of the given reaction.. Dataset: Forward reaction prediction with 1.9M reactions from USPTO patents (1976-2016) (1) Given the reactants [CH2:1]([NH:3][CH2:4][C:5]1[CH:10]=[C:9]([C:11]([F:14])([F:13])[F:12])[CH:8]=[CH:7][C:6]=1[C:15]1[C:20]([O:21][CH3:22])=[CH:19][CH:18]=[C:17]([C:23]([F:28])([F:27])[C:24]([OH:26])=[O:25])[CH:16]=1)[CH3:2].[C:29](Cl)(=[O:31])[CH3:30], predict the reaction product. The product is: [C:29]([CH2:2][CH2:1][NH:3][CH2:4][C:5]1[CH:10]=[C:9]([C:11]([F:13])([F:14])[F:12])[CH:8]=[CH:7][C:6]=1[C:15]1[C:20]([O:21][CH3:22])=[CH:19][CH:18]=[C:17]([C:23]([F:27])([F:28])[C:24]([OH:26])=[O:25])[CH:16]=1)(=[O:31])[CH3:30]. (2) Given the reactants [NH2:1][C:2]1[CH:3]=[C:4]([NH:16][C:17](=[O:19])[CH3:18])[CH:5]=[C:6]([C:8]2[CH:13]=[CH:12][C:11]([F:14])=[CH:10][C:9]=2[F:15])[CH:7]=1.F[C:21]1[CH:30]=[CH:29][C:24]([C:25]([O:27][CH3:28])=[O:26])=[CH:23][C:22]=1[N+:31]([O-:33])=[O:32].[F-].[K+], predict the reaction product. The product is: [C:17]([NH:16][C:4]1[CH:3]=[C:2]([NH:1][C:21]2[CH:30]=[CH:29][C:24]([C:25]([O:27][CH3:28])=[O:26])=[CH:23][C:22]=2[N+:31]([O-:33])=[O:32])[CH:7]=[C:6]([C:8]2[CH:13]=[CH:12][C:11]([F:14])=[CH:10][C:9]=2[F:15])[CH:5]=1)(=[O:19])[CH3:18]. (3) Given the reactants Cl.[O:2]1[CH2:7][CH2:6]OCC1.[OH-:8].C([N+:13]([CH2:22][CH2:23][CH2:24][CH3:25])([CH2:18]CCC)CCCC)CCC.Br[CH2:27][CH:28]([C:30]1[CH:35]=[CH:34][C:33]([C:36]2[N:40]=[C:39]([C:41]3[C:45]([CH2:46][CH2:47][CH3:48])=[C:44]([C:49]4[CH:54]=[CH:53][CH:52]=[CH:51][CH:50]=4)[O:43][N:42]=3)[O:38][N:37]=2)=[CH:32][CH:31]=1)[OH:29], predict the reaction product. The product is: [OH:29][CH:28]([C:30]1[CH:35]=[CH:34][C:33]([C:36]2[N:40]=[C:39]([C:41]3[C:45]([CH2:46][CH2:47][CH3:48])=[C:44]([C:49]4[CH:54]=[CH:53][CH:52]=[CH:51][CH:50]=4)[O:43][N:42]=3)[O:38][N:37]=2)=[CH:32][CH:31]=1)[CH2:27][N:13]1[CH2:18][CH2:25][CH2:24][C@@H:23]([CH2:6][C:7]([OH:2])=[O:8])[CH2:22]1. (4) Given the reactants [OH:1][C:2]1[CH:3]=[C:4]([CH:9]=[C:10]([O:12][C@@H:13]([CH3:17])[CH2:14][O:15][CH3:16])[CH:11]=1)[C:5]([O:7][CH3:8])=[O:6].[F:18][C:19]1[CH:24]=[CH:23][C:22](B(O)O)=[CH:21][CH:20]=1.C(N(CC)CC)C, predict the reaction product. The product is: [CH3:16][O:15][CH2:14][C@H:13]([CH3:17])[O:12][C:10]1[CH:9]=[C:4]([CH:3]=[C:2]([O:1][C:22]2[CH:23]=[CH:24][C:19]([F:18])=[CH:20][CH:21]=2)[CH:11]=1)[C:5]([O:7][CH3:8])=[O:6]. (5) The product is: [C:1]([O:5][CH:6]([C:11]1[C:12]([C:21]2[CH:22]=[C:23]3[C:28](=[CH:29][CH:30]=2)[O:27][CH2:26][CH2:25][CH2:24]3)=[C:13]2[CH:20]=[CH:19][N:18]([CH2:34][C:33]3[CH:36]=[C:37]([F:40])[CH:38]=[CH:39][C:32]=3[F:31])[C:14]2=[N:15][C:16]=1[CH3:17])[C:7]([OH:9])=[O:8])([CH3:4])([CH3:3])[CH3:2]. Given the reactants [C:1]([O:5][CH:6]([C:11]1[C:12]([C:21]2[CH:22]=[C:23]3[C:28](=[CH:29][CH:30]=2)[O:27][CH2:26][CH2:25][CH2:24]3)=[C:13]2[CH:20]=[CH:19][NH:18][C:14]2=[N:15][C:16]=1[CH3:17])[C:7]([O:9]C)=[O:8])([CH3:4])([CH3:3])[CH3:2].[F:31][C:32]1[CH:39]=[CH:38][C:37]([F:40])=[CH:36][C:33]=1[CH2:34]Br, predict the reaction product. (6) Given the reactants [Cl:1][C:2]1[CH:3]=[C:4]([CH2:8][O:9][C:10]2[CH:11]=[CH:12][C:13]([CH3:30])=[C:14]([C:16]([NH:18][C:19]3[CH:24]=[CH:23][C:22]([CH2:25][C:26]([OH:28])=[O:27])=[CH:21][C:20]=3[CH3:29])=[O:17])[CH:15]=2)[CH:5]=[CH:6][CH:7]=1.[OH-].[K+:32], predict the reaction product. The product is: [K+:32].[Cl:1][C:2]1[CH:3]=[C:4]([CH2:8][O:9][C:10]2[CH:11]=[CH:12][C:13]([CH3:30])=[C:14]([C:16]([NH:18][C:19]3[CH:24]=[CH:23][C:22]([CH2:25][C:26]([O-:28])=[O:27])=[CH:21][C:20]=3[CH3:29])=[O:17])[CH:15]=2)[CH:5]=[CH:6][CH:7]=1. (7) Given the reactants [C:1]([OH:5])([CH3:4])([CH3:3])[CH3:2].[C:6](Cl)(=[O:10])[C:7]([Cl:9])=[O:8], predict the reaction product. The product is: [C:1]([O:5][C:6](=[O:10])[C:7]([Cl:9])=[O:8])([CH3:4])([CH3:3])[CH3:2]. (8) Given the reactants C([O:8][C:9]1[C:68]([O:69]CC2C=CC=CC=2)=[C:67]([C:77]([OH:79])=[O:78])[CH:66]=[CH:65][C:10]=1[C:11]([NH:13][CH:14]([CH2:21][N:22]([CH2:44][CH2:45][NH:46][C:47]([C:49]1[CH:54]=[CH:53][N:52]([CH3:55])[C:51](=[O:56])[C:50]=1[O:57]CC1C=CC=CC=1)=[O:48])[CH2:23][CH2:24][NH:25][C:26]([C:28]1[CH:33]=[CH:32][N:31]([CH3:34])[C:30](=[O:35])[C:29]=1[O:36]CC1C=CC=CC=1)=[O:27])[CH2:15][CH2:16][CH2:17][C:18]([OH:20])=[O:19])=[O:12])C1C=CC=CC=1.Cl, predict the reaction product. The product is: [OH:8][C:9]1[C:68]([OH:69])=[C:67]([C:77]([OH:79])=[O:78])[CH:66]=[CH:65][C:10]=1[C:11]([NH:13][CH:14]([CH2:21][N:22]([CH2:23][CH2:24][NH:25][C:26]([C:28]1[CH:33]=[CH:32][N:31]([CH3:34])[C:30](=[O:35])[C:29]=1[OH:36])=[O:27])[CH2:44][CH2:45][NH:46][C:47]([C:49]1[CH:54]=[CH:53][N:52]([CH3:55])[C:51](=[O:56])[C:50]=1[OH:57])=[O:48])[CH2:15][CH2:16][CH2:17][C:18]([OH:20])=[O:19])=[O:12]. (9) Given the reactants Cl[C:2]1[C:7]([CH2:8][N:9]2[C:30](=[O:31])[N:12]3[CH:13]=[CH:14][C:15]([C:23]4[CH:28]=[CH:27][C:26]([Cl:29])=[CH:25][CH:24]=4)=[C:16]([C:17]4[CH:22]=[CH:21][N:20]=[CH:19][CH:18]=4)[C:11]3=[N:10]2)=[CH:6][CH:5]=[C:4]([C:32]([F:35])([F:34])[F:33])[N:3]=1.[CH3:36][NH:37][CH3:38].ClC1C=CC(C2C=CN3C(=O)N(CC4C(NC)=NC(C(F)(F)F)=CC=4)N=C3C=2C2C=CN=CC=2)=CC=1, predict the reaction product. The product is: [Cl:29][C:26]1[CH:25]=[CH:24][C:23]([C:15]2[CH:14]=[CH:13][N:12]3[C:30](=[O:31])[N:9]([CH2:8][C:7]4[C:2]([N:37]([CH3:38])[CH3:36])=[N:3][C:4]([C:32]([F:35])([F:33])[F:34])=[CH:5][CH:6]=4)[N:10]=[C:11]3[C:16]=2[C:17]2[CH:18]=[CH:19][N:20]=[CH:21][CH:22]=2)=[CH:28][CH:27]=1. (10) Given the reactants [NH2:1][C:2]1[CH:7]=[CH:6][C:5]([C:8]2[N:9]([CH:24]3[CH2:27][CH2:26][CH2:25]3)[C:10]3[C:15]([C:16]=2[C:17]#[N:18])=[CH:14][CH:13]=[C:12]([O:19][CH2:20][CH2:21][O:22][CH3:23])[CH:11]=3)=[CH:4][CH:3]=1.C([O-])([O-])=O.[K+].[K+].Cl[C:35]([O:37][C:38]1[CH:43]=[CH:42][C:41]([O:44][CH3:45])=[CH:40][CH:39]=1)=[O:36], predict the reaction product. The product is: [CH3:45][O:44][C:41]1[CH:42]=[CH:43][C:38]([O:37][C:35](=[O:36])[NH:1][C:2]2[CH:3]=[CH:4][C:5]([C:8]3[N:9]([CH:24]4[CH2:27][CH2:26][CH2:25]4)[C:10]4[C:15]([C:16]=3[C:17]#[N:18])=[CH:14][CH:13]=[C:12]([O:19][CH2:20][CH2:21][O:22][CH3:23])[CH:11]=4)=[CH:6][CH:7]=2)=[CH:39][CH:40]=1.